From a dataset of Peptide-MHC class II binding affinity with 134,281 pairs from IEDB. Regression. Given a peptide amino acid sequence and an MHC pseudo amino acid sequence, predict their binding affinity value. This is MHC class II binding data. (1) The peptide sequence is VHVSFVMAYPEMLAA. The MHC is HLA-DPA10201-DPB10101 with pseudo-sequence HLA-DPA10201-DPB10101. The binding affinity (normalized) is 0.383. (2) The peptide sequence is SVCNKVKGLKVFNTR. The MHC is DRB1_0301 with pseudo-sequence DRB1_0301. The binding affinity (normalized) is 0.138. (3) The peptide sequence is TSKLDAAYKLAYKTAEGATP. The MHC is DRB1_1501 with pseudo-sequence DRB1_1501. The binding affinity (normalized) is 0.772. (4) The peptide sequence is FVRSSNLKFQDAYNA. The MHC is HLA-DQA10301-DQB10302 with pseudo-sequence HLA-DQA10301-DQB10302. The binding affinity (normalized) is 0.0296. (5) The peptide sequence is PFAATHNPWASQRF. The MHC is DRB4_0101 with pseudo-sequence DRB4_0103. The binding affinity (normalized) is 0.334. (6) The peptide sequence is EFSNFKVAFSRSLND. The MHC is DRB1_0802 with pseudo-sequence DRB1_0802. The binding affinity (normalized) is 0.329.